Dataset: Reaction yield outcomes from USPTO patents with 853,638 reactions. Task: Predict the reaction yield, written as a fraction of the theoretical maximum amount of product (1.0 means a 100% yield; for example, 0.34 means a 34% yield). (1) The reactants are C([O:8][C:9]([C@@H:11]1[CH2:15][CH2:14][CH2:13][N:12]1[C:16](=[O:29])[C@H:17]([NH:24][C:25]([O:27][CH3:28])=[O:26])[CH:18]1[CH2:23][CH2:22][CH2:21][CH2:20][CH2:19]1)=[O:10])C1C=CC=CC=1. The catalyst is CO.[Pd]. The product is [CH3:28][O:27][C:25]([NH:24][C@H:17]([CH:18]1[CH2:23][CH2:22][CH2:21][CH2:20][CH2:19]1)[C:16]([N:12]1[CH2:13][CH2:14][CH2:15][C@H:11]1[C:9]([OH:10])=[O:8])=[O:29])=[O:26]. The yield is 0.890. (2) The reactants are [N+:1]([C:4]1[CH:5]=[C:6]([CH:31]=[C:32]([N+:34]([O-])=O)[CH:33]=1)[C:7]([O:9][CH2:10][CH2:11][CH2:12][CH2:13][CH2:14][CH2:15][O:16][C:17]1[CH:22]=[CH:21][C:20](/[CH:23]=[CH:24]/[C:25]([O:27][CH3:28])=[O:26])=[CH:19][C:18]=1[O:29][CH3:30])=[O:8])([O-])=O. The catalyst is CN(C=O)C.O.[Zn]. The product is [NH2:1][C:4]1[CH:5]=[C:6]([CH:31]=[C:32]([NH2:34])[CH:33]=1)[C:7]([O:9][CH2:10][CH2:11][CH2:12][CH2:13][CH2:14][CH2:15][O:16][C:17]1[CH:22]=[CH:21][C:20](/[CH:23]=[CH:24]/[C:25]([O:27][CH3:28])=[O:26])=[CH:19][C:18]=1[O:29][CH3:30])=[O:8]. The yield is 0.610. (3) The product is [NH2:3][C@@H:4]1[CH2:8][CH2:7][N:6]([CH2:9][C:10]2[CH:15]=[CH:14][C:13]([Cl:16])=[CH:12][CH:11]=2)[CH2:5]1. The reactants are Cl.Cl.[NH2:3][C@@H:4]1[CH2:8][CH2:7][N:6]([CH2:9][C:10]2[CH:15]=[CH:14][C:13]([Cl:16])=[CH:12][CH:11]=2)[CH2:5]1.[OH-].[Na+]. The catalyst is C(OCC)(=O)C. The yield is 0.990.